From a dataset of Forward reaction prediction with 1.9M reactions from USPTO patents (1976-2016). Predict the product of the given reaction. (1) Given the reactants [OH:1][CH:2]1[C:6]2([CH2:11][CH2:10][N:9]([C:12]([O:14][C:15]([CH3:18])([CH3:17])[CH3:16])=[O:13])[CH2:8][CH2:7]2)[C:5](=[O:19])[N:4]([C:20]2[CH2:21][O:22][C:23](=[O:25])[CH:24]=2)[CH2:3]1.I[CH3:27].[Al], predict the reaction product. The product is: [CH3:27][O:1][CH:2]1[C:6]2([CH2:11][CH2:10][N:9]([C:12]([O:14][C:15]([CH3:16])([CH3:17])[CH3:18])=[O:13])[CH2:8][CH2:7]2)[C:5](=[O:19])[N:4]([C:20]2[CH2:21][O:22][C:23](=[O:25])[CH:24]=2)[CH2:3]1. (2) The product is: [C:14]([NH:18][S:19]([C:22]1[C:23]([C:28]2[CH:33]=[CH:32][C:31]([NH:34][CH2:9][C:6]3[C:5]([CH2:11][OH:12])=[CH:4][N:3]=[C:2]([CH3:1])[C:7]=3[OH:8])=[CH:30][CH:29]=2)=[CH:24][CH:25]=[CH:26][CH:27]=1)(=[O:21])=[O:20])([CH3:17])([CH3:15])[CH3:16]. Given the reactants [CH3:1][C:2]1[C:7]([OH:8])=[C:6]([CH:9]=O)[C:5]([CH2:11][OH:12])=[CH:4][N:3]=1.Cl.[C:14]([NH:18][S:19]([C:22]1[C:23]([C:28]2[CH:33]=[CH:32][C:31]([NH2:34])=[CH:30][CH:29]=2)=[CH:24][CH:25]=[CH:26][CH:27]=1)(=[O:21])=[O:20])([CH3:17])([CH3:16])[CH3:15].O.C1(C)C=CC(S(O)(=O)=O)=CC=1.[BH4-].[Na+], predict the reaction product. (3) Given the reactants C([O:4][C:5](=[C:11]1[CH2:16][CH2:15][CH:14]([C:17]2[C:22]([Br:23])=[C:21]([N:24]([CH2:33][O:34][CH2:35][CH2:36][Si:37]([CH3:40])([CH3:39])[CH3:38])[CH2:25][O:26][CH2:27][CH2:28][Si:29]([CH3:32])([CH3:31])[CH3:30])[N:20]3[N:41]=[CH:42][C:43]([C:44]4[CH:45]=[N:46][C:47]([C:50]5[CH:55]=[CH:54][CH:53]=[CH:52][CH:51]=5)=[CH:48][CH:49]=4)=[C:19]3[N:18]=2)[CH2:13][CH2:12]1)[C:6]([O:8]CC)=[O:7])(=O)C.C1COCC1.[Li+].[OH-].Cl, predict the reaction product. The product is: [CH3:30][Si:29]([CH3:32])([CH3:31])[CH2:28][CH2:27][O:26][CH2:25][N:24]([CH2:33][O:34][CH2:35][CH2:36][Si:37]([CH3:40])([CH3:39])[CH3:38])[C:21]1[N:20]2[N:41]=[CH:42][C:43]([C:44]3[CH:45]=[N:46][C:47]([C:50]4[CH:55]=[CH:54][CH:53]=[CH:52][CH:51]=4)=[CH:48][CH:49]=3)=[C:19]2[N:18]=[C:17]([CH:14]2[CH2:13][CH2:12][CH:11]([C:5](=[O:4])[C:6]([OH:8])=[O:7])[CH2:16][CH2:15]2)[C:22]=1[Br:23]. (4) The product is: [Br:29][C:5]1[NH:4][C:3]2[C:2](=[O:1])[N:10]3[C:11]([CH2:14][NH:15][C:16](=[O:23])[C:17]4[CH:18]=[CH:19][CH:20]=[CH:21][CH:22]=4)=[N:12][N:13]=[C:9]3[N:8]([CH2:24][CH2:25][CH2:26][CH2:27][CH3:28])[C:7]=2[N:6]=1. Given the reactants [O:1]=[C:2]1[N:10]2[C:11]([CH2:14][NH:15][C:16](=[O:23])[C:17]3[CH:22]=[CH:21][CH:20]=[CH:19][CH:18]=3)=[N:12][N:13]=[C:9]2[N:8]([CH2:24][CH2:25][CH2:26][CH2:27][CH3:28])[C:7]2[N:6]=[CH:5][NH:4][C:3]1=2.[Br:29]N1C(=O)CCC1=O, predict the reaction product. (5) Given the reactants [CH3:1][O:2][C:3]([NH:5][C@@H:6]([CH:21]([CH3:23])[CH3:22])[C:7]([N:9]1[C@H:17]([C:18](O)=[O:19])[CH2:16][C:11]2([O:15][CH2:14][CH2:13][O:12]2)[CH2:10]1)=[O:8])=[O:4].CN(C(ON1N=NC2C=CC=NC1=2)=[N+](C)C)C.F[P-](F)(F)(F)(F)F.Cl.[NH2:49][CH2:50][C:51]([C:53]1[CH:58]=[CH:57][C:56]([Br:59])=[CH:55][CH:54]=1)=[O:52].C(N(C(C)C)CC)(C)C, predict the reaction product. The product is: [Br:59][C:56]1[CH:55]=[CH:54][C:53]([C:51](=[O:52])[CH2:50][NH:49][C:18]([C@@H:17]2[CH2:16][C:11]3([O:12][CH2:13][CH2:14][O:15]3)[CH2:10][N:9]2[C:7](=[O:8])[C@@H:6]([NH:5][C:3](=[O:4])[O:2][CH3:1])[CH:21]([CH3:22])[CH3:23])=[O:19])=[CH:58][CH:57]=1.